This data is from Catalyst prediction with 721,799 reactions and 888 catalyst types from USPTO. The task is: Predict which catalyst facilitates the given reaction. (1) Reactant: [C:1](OC(=O)C)(=[O:3])[CH3:2].[Cl:8][C:9]1[CH:14]=[CH:13][C:12]([C:15]2[CH:16]=[CH:17][C:18]([C:21]#[C:22][C:23]3[CH:24]=[CH:25][C:26]([O:30][CH2:31][CH2:32][N:33]4[CH2:37][CH2:36][CH2:35][CH2:34]4)=[C:27]([NH2:29])[CH:28]=3)=[N:19][CH:20]=2)=[CH:11][CH:10]=1. Product: [Cl:8][C:9]1[CH:14]=[CH:13][C:12]([C:15]2[CH:16]=[CH:17][C:18]([C:21]#[C:22][C:23]3[CH:24]=[CH:25][C:26]([O:30][CH2:31][CH2:32][N:33]4[CH2:34][CH2:35][CH2:36][CH2:37]4)=[C:27]([NH:29][C:1](=[O:3])[CH3:2])[CH:28]=3)=[N:19][CH:20]=2)=[CH:11][CH:10]=1. The catalyst class is: 2. (2) Reactant: [CH2:1]([O:3][C:4]([C:6]1[CH:7]([C:35]2[CH:40]=[CH:39][CH:38]=[CH:37][C:36]=2[Cl:41])[N:8]([CH2:20][CH2:21][CH2:22][N:23]([CH3:34])[C:24](=[O:33])[CH2:25][CH2:26][C:27]2[CH:32]=[CH:31][CH:30]=[CH:29][CH:28]=2)[C:9](=[O:19])[NH:10][C:11]=1[CH2:12][O:13][CH2:14][CH2:15][N:16]=[N+]=[N-])=[O:5])[CH3:2]. Product: [CH2:1]([O:3][C:4]([C:6]1[CH:7]([C:35]2[CH:40]=[CH:39][CH:38]=[CH:37][C:36]=2[Cl:41])[N:8]([CH2:20][CH2:21][CH2:22][N:23]([CH3:34])[C:24](=[O:33])[CH2:25][CH2:26][C:27]2[CH:28]=[CH:29][CH:30]=[CH:31][CH:32]=2)[C:9](=[O:19])[NH:10][C:11]=1[CH2:12][O:13][CH2:14][CH2:15][NH2:16])=[O:5])[CH3:2]. The catalyst class is: 50. (3) The catalyst class is: 144. Product: [Cl:8][C:7]1[C:2]([Cl:1])=[C:3]([S:25](=[O:27])(=[O:26])[NH:28][C@@H:29]([CH3:34])[C:30]([F:31])([F:32])[F:33])[CH:4]=[CH:5][C:6]=1[C:9]1[S:13][C:12]([C:14]2[N:18]=[C:17]([C:19]([OH:22])([CH3:21])[CH3:20])[O:16][N:15]=2)=[N:11][C:10]=1[C:23]([OH:37])=[O:24]. Reactant: [Cl:1][C:2]1[C:7]([Cl:8])=[C:6]([C:9]2[S:13][C:12]([C:14]3[N:18]=[C:17]([C:19]([OH:22])([CH3:21])[CH3:20])[O:16][N:15]=3)=[N:11][C:10]=2[CH2:23][OH:24])[CH:5]=[CH:4][C:3]=1[S:25]([NH:28][C@@H:29]([CH3:34])[C:30]([F:33])([F:32])[F:31])(=[O:27])=[O:26].C(O)(=[O:37])C.C(O)(=O)C.IC1C=CC=CC=1.CC1(C)N([O])C(C)(C)CCC1.